Dataset: HIV replication inhibition screening data with 41,000+ compounds from the AIDS Antiviral Screen. Task: Binary Classification. Given a drug SMILES string, predict its activity (active/inactive) in a high-throughput screening assay against a specified biological target. (1) The drug is O=C1C(O)=C(C(C2=C(O)C(=O)c3ccccc3C2=O)c2ccc(C(C3=C(O)C(=O)c4ccccc4C3=O)C3=C(O)C(=O)c4ccccc4C3=O)cc2)C(=O)c2ccccc21. The result is 0 (inactive). (2) The molecule is CC(=O)C(C)(CCC(=O)O)CCC(=O)O. The result is 0 (inactive). (3) The molecule is CCOC(=O)CCC(C)=Nn1c(Cc2ccc(Cl)cc2)n[nH]c1=O. The result is 0 (inactive). (4) The drug is C#CCNC(CSSCC(N)C(=O)O)C(=O)O. The result is 0 (inactive). (5) The molecule is CSCC(NP1(=O)SC(NN=C(C)C)=NC1(C)C)C(=O)O. The result is 0 (inactive).